Dataset: Reaction yield outcomes from USPTO patents with 853,638 reactions. Task: Predict the reaction yield, written as a fraction of the theoretical maximum amount of product (1.0 means a 100% yield; for example, 0.34 means a 34% yield). (1) The reactants are [H-].[Na+].[CH2:3]([NH:6][C:7](=[O:13])[O:8][C:9]([CH3:12])([CH3:11])[CH3:10])[C:4]#[CH:5].[CH2:14](I)[CH3:15]. The catalyst is CN(C=O)C.O. The product is [CH2:14]([N:6]([CH2:3][C:4]#[CH:5])[C:7](=[O:13])[O:8][C:9]([CH3:10])([CH3:12])[CH3:11])[CH3:15]. The yield is 0.470. (2) The reactants are Br[C:2]1[C:10]2[O:9][CH2:8][C@@H:7]([N:11]([C:26](=[O:31])[C:27]([F:30])([F:29])[F:28])[C:12]3[CH:25]=[CH:24][C:15]4[C@H:16]([CH2:19][C:20]([O:22][CH3:23])=[O:21])[CH2:17][O:18][C:14]=4[CH:13]=3)[C:6]=2[CH:5]=[CH:4][CH:3]=1.[F:32][C:33]1[CH:34]=[CH:35][C:36]([NH2:39])=[N:37][CH:38]=1.C(=O)([O-])[O-].[Cs+].[Cs+].C1(P(C2C=CC=CC=2)C2C3OC4C(=CC=CC=4P(C4C=CC=CC=4)C4C=CC=CC=4)C(C)(C)C=3C=CC=2)C=CC=CC=1. The catalyst is C1(C)C=CC=CC=1.C1C=CC(/C=C/C(/C=C/C2C=CC=CC=2)=O)=CC=1.C1C=CC(/C=C/C(/C=C/C2C=CC=CC=2)=O)=CC=1.C1C=CC(/C=C/C(/C=C/C2C=CC=CC=2)=O)=CC=1.[Pd].[Pd].O. The product is [F:32][C:33]1[CH:34]=[CH:35][C:36]([NH:39][C:2]2[C:10]3[O:9][CH2:8][C@@H:7]([N:11]([C:26](=[O:31])[C:27]([F:30])([F:29])[F:28])[C:12]4[CH:25]=[CH:24][C:15]5[C@H:16]([CH2:19][C:20]([O:22][CH3:23])=[O:21])[CH2:17][O:18][C:14]=5[CH:13]=4)[C:6]=3[CH:5]=[CH:4][CH:3]=2)=[N:37][CH:38]=1. The yield is 0.880. (3) The reactants are P(Cl)(Cl)([Cl:3])=O.[CH2:6]([O:8][C:9]1[CH:18]=[C:17]2[C:12]([C:13](=O)[NH:14][CH:15]=[N:16]2)=[C:11]([O:20][CH2:21][C@H:22]2[CH2:27][CH2:26][CH2:25][CH2:24][N:23]2[C:28]([O:30][C:31]([CH3:34])([CH3:33])[CH3:32])=[O:29])[CH:10]=1)[CH3:7].C(N(CC)C(C)C)(C)C. The catalyst is ClCCCl. The product is [Cl:3][C:13]1[C:12]2[C:17](=[CH:18][C:9]([O:8][CH2:6][CH3:7])=[CH:10][C:11]=2[O:20][CH2:21][C@H:22]2[CH2:27][CH2:26][CH2:25][CH2:24][N:23]2[C:28]([O:30][C:31]([CH3:34])([CH3:33])[CH3:32])=[O:29])[N:16]=[CH:15][N:14]=1. The yield is 0.720. (4) The reactants are [OH:1][C:2]1[CH:3]=[C:4]([CH2:9][C:10]([O:12][CH3:13])=[O:11])[CH:5]=[C:6]([OH:8])[CH:7]=1.C(=O)([O-])[O-].[K+].[K+].[I-].[K+].[CH2:22](Br)[C:23]1[CH:28]=[CH:27][CH:26]=[CH:25][CH:24]=1. The yield is 0.330. The catalyst is CC(C)=O.O. The product is [CH2:22]([O:1][C:2]1[CH:3]=[C:4]([CH2:9][C:10]([O:12][CH3:13])=[O:11])[CH:5]=[C:6]([OH:8])[CH:7]=1)[C:23]1[CH:28]=[CH:27][CH:26]=[CH:25][CH:24]=1. (5) The reactants are [BH4-].[Na+].[CH3:3][CH:4]([CH3:16])[C:5](=[O:15])[CH2:6][CH2:7][NH:8][C:9]1[CH:14]=[CH:13][CH:12]=[CH:11][CH:10]=1. The catalyst is CO. The product is [CH3:3][CH:4]([CH3:16])[CH:5]([OH:15])[CH2:6][CH2:7][NH:8][C:9]1[CH:14]=[CH:13][CH:12]=[CH:11][CH:10]=1. The yield is 0.230. (6) The reactants are Br[C:2]1[CH:3]=[C:4]([CH:13]=[CH:14][C:15]=1F)[C:5]([NH:7]C[Si](C)(C)C)=[O:6]. The catalyst is CN(C=O)C.C(OCC)(=O)C.[C-]#N.[Zn+2].[C-]#N.C1C=CC([P]([Pd]([P](C2C=CC=CC=2)(C2C=CC=CC=2)C2C=CC=CC=2)([P](C2C=CC=CC=2)(C2C=CC=CC=2)C2C=CC=CC=2)[P](C2C=CC=CC=2)(C2C=CC=CC=2)C2C=CC=CC=2)(C2C=CC=CC=2)C2C=CC=CC=2)=CC=1. The product is [C:5]([NH2:7])(=[O:6])[C:4]1[CH:13]=[CH:14][CH:15]=[CH:2][CH:3]=1. The yield is 0.970. (7) The reactants are [Br:1][C:2]1[CH:7]=[CH:6][C:5]([CH2:8]Cl)=[C:4]([CH3:10])[CH:3]=1.[C-:11]#[N:12].[Na+]. The catalyst is CN(C=O)C. The product is [Br:1][C:2]1[CH:7]=[CH:6][C:5]([CH2:8][C:11]#[N:12])=[C:4]([CH3:10])[CH:3]=1. The yield is 0.980. (8) The reactants are [OH-].[Na+].[CH2:3]([N:5]1[CH2:11][CH2:10][CH2:9][N:8]([C:12]2[N:17]=[C:16]([CH3:18])[C:15]([CH:19]([CH2:24][CH2:25][CH3:26])[C:20]([O:22]C)=[O:21])=[C:14]([C:27]3[CH:32]=[CH:31][C:30]([CH3:33])=[CH:29][CH:28]=3)[N:13]=2)[CH2:7][CH2:6]1)[CH3:4]. The catalyst is CO. The product is [CH2:3]([N:5]1[CH2:11][CH2:10][CH2:9][N:8]([C:12]2[N:17]=[C:16]([CH3:18])[C:15]([CH:19]([CH2:24][CH2:25][CH3:26])[C:20]([OH:22])=[O:21])=[C:14]([C:27]3[CH:28]=[CH:29][C:30]([CH3:33])=[CH:31][CH:32]=3)[N:13]=2)[CH2:7][CH2:6]1)[CH3:4]. The yield is 0.600. (9) The reactants are Cl.Cl.[Cl:3][C:4]1[C:5]([F:35])=[C:6]([CH:31]=[CH:32][C:33]=1[F:34])[NH:7][C:8]1[C:17]2[C:12](=[CH:13][C:14]([O:29][CH3:30])=[C:15]([O:18][CH:19]3[CH2:24][CH2:23][N:22]([CH2:25][C:26]([OH:28])=O)[CH2:21][CH2:20]3)[CH:16]=2)[N:11]=[CH:10][N:9]=1.[CH3:36][N:37]1[CH2:42][CH2:41][NH:40][CH2:39][CH2:38]1. No catalyst specified. The product is [Cl:3][C:4]1[C:5]([F:35])=[C:6]([CH:31]=[CH:32][C:33]=1[F:34])[NH:7][C:8]1[C:17]2[C:12](=[CH:13][C:14]([O:29][CH3:30])=[C:15]([O:18][CH:19]3[CH2:24][CH2:23][N:22]([CH2:25][C:26]([N:40]4[CH2:41][CH2:42][N:37]([CH3:36])[CH2:38][CH2:39]4)=[O:28])[CH2:21][CH2:20]3)[CH:16]=2)[N:11]=[CH:10][N:9]=1. The yield is 0.560. (10) The reactants are Cl[C:2]1[CH:7]=[CH:6][N:5]=[C:4]2[CH:8]=[C:9]([C:11]3[N:12]=[CH:13][N:14]([CH2:16][C:17]([O:19][CH2:20][CH3:21])=[O:18])[CH:15]=3)[S:10][C:3]=12.[F:22][C:23]1[CH:28]=[C:27]([N+:29]([O-:31])=[O:30])[CH:26]=[CH:25][C:24]=1[OH:32].C([O-])([O-])=O.[K+].[K+]. The catalyst is C1(OC2C=CC=CC=2)C=CC=CC=1.ClCCl. The yield is 0.680. The product is [F:22][C:23]1[CH:28]=[C:27]([N+:29]([O-:31])=[O:30])[CH:26]=[CH:25][C:24]=1[O:32][C:2]1[CH:7]=[CH:6][N:5]=[C:4]2[CH:8]=[C:9]([C:11]3[N:12]=[CH:13][N:14]([CH2:16][C:17]([O:19][CH2:20][CH3:21])=[O:18])[CH:15]=3)[S:10][C:3]=12.